Dataset: Full USPTO retrosynthesis dataset with 1.9M reactions from patents (1976-2016). Task: Predict the reactants needed to synthesize the given product. (1) Given the product [Cl:1][C:2]1[N:10]=[C:9]2[C:5]([N:6]([CH2:17][C:16]3[CH:19]=[CH:20][C:21]([C:23]([F:26])([F:25])[F:24])=[CH:22][C:15]=3[N+:12]([O-:14])=[O:13])[CH:7]=[N:8]2)=[C:4]([Cl:11])[N:3]=1, predict the reactants needed to synthesize it. The reactants are: [Cl:1][C:2]1[N:10]=[C:9]2[C:5]([NH:6][CH:7]=[N:8]2)=[C:4]([Cl:11])[N:3]=1.[N+:12]([C:15]1[CH:22]=[C:21]([C:23]([F:26])([F:25])[F:24])[CH:20]=[CH:19][C:16]=1[CH2:17]Br)([O-:14])=[O:13].C(=O)([O-])[O-].[Cs+].[Cs+]. (2) The reactants are: [CH3:1][N:2]([CH3:15])[C:3]1[C:12]2[C:7](=[CH:8][CH:9]=[C:10]([CH:13]=O)[CH:11]=2)[N:6]=[CH:5][N:4]=1.[S:16]1[CH2:20][C:19](=[O:21])[NH:18][C:17]1=[O:22]. Given the product [CH3:1][N:2]([CH3:15])[C:3]1[C:12]2[C:7](=[CH:8][CH:9]=[C:10]([CH:13]=[C:20]3[S:16][C:17](=[O:22])[NH:18][C:19]3=[O:21])[CH:11]=2)[N:6]=[CH:5][N:4]=1, predict the reactants needed to synthesize it. (3) Given the product [CH3:1][C:2]1[CH:3]=[C:4]2[C:8](=[CH:9][C:10]=1[CH3:11])[NH:7][C:6](=[O:12])[C:5]2=[N:21][NH:20][C:19]1[CH:18]=[CH:17][C:16]([S:22]([NH2:25])(=[O:23])=[O:24])=[CH:15][CH:14]=1, predict the reactants needed to synthesize it. The reactants are: [CH3:1][C:2]1[CH:3]=[C:4]2[C:8](=[CH:9][C:10]=1[CH3:11])[NH:7][C:6](=[O:12])[C:5]2=O.[CH:14]1[C:19]([NH:20][NH2:21])=[CH:18][CH:17]=[C:16]([S:22]([NH2:25])(=[O:24])=[O:23])[CH:15]=1.Cl. (4) Given the product [CH2:17]([N:7]1[C:8]2[C:13](=[CH:12][CH:11]=[CH:10][CH:9]=2)/[C:5](=[CH:4]/[N:2]([CH3:1])[CH3:3])/[C:6]1=[O:14])[C:18]1[CH:23]=[CH:22][CH:21]=[CH:20][CH:19]=1, predict the reactants needed to synthesize it. The reactants are: [CH3:1][N:2](/[CH:4]=[C:5]1\[C:6](=[O:14])[NH:7][C:8]2[C:13]\1=[CH:12][CH:11]=[CH:10][CH:9]=2)[CH3:3].[H-].[Na+].[CH2:17](Br)[C:18]1[CH:23]=[CH:22][CH:21]=[CH:20][CH:19]=1.